From a dataset of Reaction yield outcomes from USPTO patents with 853,638 reactions. Predict the reaction yield, written as a fraction of the theoretical maximum amount of product (1.0 means a 100% yield; for example, 0.34 means a 34% yield). (1) The reactants are [Br:1][C:2]1[CH:3]=[C:4]([SH:8])[CH:5]=[CH:6][CH:7]=1.[OH-].[K+].[CH2:11]([O:13][CH:14]([O:17][CH2:18][CH3:19])[CH2:15]Br)[CH3:12]. The catalyst is CS(C)=O.O.CCOCC. The product is [Br:1][C:2]1[CH:3]=[C:4]([S:8][CH2:15][CH:14]([O:17][CH2:18][CH3:19])[O:13][CH2:11][CH3:12])[CH:5]=[CH:6][CH:7]=1. The yield is 1.00. (2) The reactants are [CH3:1][O:2][C:3](=[O:40])[NH:4][CH:5]([C:13]([N:15]1[CH2:19][CH2:18][CH2:17][CH:16]1[C:20]1[NH:21][C:22]([C:25]2[CH:30]=[CH:29][C:28](B3OC(C)(C)C(C)(C)O3)=[CH:27][CH:26]=2)=[CH:23][N:24]=1)=[O:14])[C:6]([S:9]([CH3:12])(=[O:11])=[O:10])([CH3:8])[CH3:7].[CH3:41][O:42][C:43](=[O:68])[NH:44][CH:45]([C:49]([N:51]1[CH2:55][CH2:54][CH2:53][CH:52]1[C:56]1[NH:57][C:58]([C:61]2[CH:66]=[CH:65][C:64](Br)=[CH:63][CH:62]=2)=[CH:59][N:60]=1)=[O:50])[CH:46]([CH3:48])[CH3:47].C([O-])(O)=O.[Na+]. The catalyst is C1C=CC([P]([Pd]([P](C2C=CC=CC=2)(C2C=CC=CC=2)C2C=CC=CC=2)([P](C2C=CC=CC=2)(C2C=CC=CC=2)C2C=CC=CC=2)[P](C2C=CC=CC=2)(C2C=CC=CC=2)C2C=CC=CC=2)(C2C=CC=CC=2)C2C=CC=CC=2)=CC=1.COCCOC.O. The product is [CH3:1][O:2][C:3](=[O:40])[NH:4][CH:5]([C:13]([N:15]1[CH2:19][CH2:18][CH2:17][CH:16]1[C:20]1[NH:21][C:22]([C:25]2[CH:30]=[CH:29][C:28]([C:64]3[CH:65]=[CH:66][C:61]([C:58]4[NH:57][C:56]([CH:52]5[CH2:53][CH2:54][CH2:55][N:51]5[C:49](=[O:50])[CH:45]([NH:44][C:43]([O:42][CH3:41])=[O:68])[CH:46]([CH3:48])[CH3:47])=[N:60][CH:59]=4)=[CH:62][CH:63]=3)=[CH:27][CH:26]=2)=[CH:23][N:24]=1)=[O:14])[C:6]([S:9]([CH3:12])(=[O:10])=[O:11])([CH3:7])[CH3:8]. The yield is 0.150. (3) The reactants are FC(F)(F)S(O[C:7]1[C:16]([Br:17])=[CH:15][C:14]2[C:9](=[CH:10][C:11]([Br:27])=[C:12](OS(C(F)(F)F)(=O)=O)[C:13]=2[CH3:18])[C:8]=1[CH3:28])(=O)=O.[C:31]([Si:33]([CH:40]([CH3:42])[CH3:41])([CH:37]([CH3:39])[CH3:38])[CH:34]([CH3:36])[CH3:35])#[CH:32].O.Cl. The catalyst is CN(C)C=O.C(NC(C)C)(C)C.[Pd](Cl)Cl.C1(P(C2C=CC=CC=2)C2C=CC=CC=2)C=CC=CC=1.C1(P(C2C=CC=CC=2)C2C=CC=CC=2)C=CC=CC=1.[Cu]I. The product is [Br:17][C:16]1[C:7]([C:32]#[C:31][Si:33]([CH:34]([CH3:36])[CH3:35])([CH:40]([CH3:42])[CH3:41])[CH:37]([CH3:39])[CH3:38])=[C:8]([CH3:28])[C:9]2[C:14]([CH:15]=1)=[C:13]([CH3:18])[C:12]([C:32]#[C:31][Si:33]([CH:37]([CH3:39])[CH3:38])([CH:34]([CH3:36])[CH3:35])[CH:40]([CH3:42])[CH3:41])=[C:11]([Br:27])[CH:10]=2. The yield is 0.500. (4) The reactants are ClC1C=C(C=CC=1)C(OO)=[O:6].[CH3:12][S:13]([O:16][CH2:17][C:18]1[CH:23]=[CH:22][N:21]=[C:20]([S:24][CH3:25])[N:19]=1)(=[O:15])=[O:14]. The catalyst is C(Cl)Cl.C(OCC)(=O)C. The product is [CH3:12][S:13]([O:16][CH2:17][C:18]1[CH:23]=[CH:22][N:21]=[C:20]([S:24]([CH3:25])=[O:6])[N:19]=1)(=[O:14])=[O:15]. The yield is 0.880. (5) The reactants are [CH3:1][Si:2]([CH3:11])([CH3:10])[C:3]1[CH:4]=[C:5]([CH3:9])[CH:6]=[CH:7][CH:8]=1.C1C(=O)N([Br:19])C(=O)C1. The catalyst is CC(N=NC(C#N)(C)C)(C#N)C.ClC1C=CC=CC=1. The product is [CH3:1][Si:2]([CH3:10])([CH3:11])[C:3]1[CH:4]=[C:5]([CH:6]=[CH:7][CH:8]=1)[CH2:9][Br:19]. The yield is 0.990. (6) The reactants are [CH2:1]([N:8]1[CH:13]=[CH:12][C:11]([C:14]([O:16]CC2C=CC=CC=2)=[O:15])=[CH:10][C:9]1=[O:24])[C:2]1[CH:7]=[CH:6][CH:5]=[CH:4][CH:3]=1.[OH-].[Na+].Cl. The catalyst is CO.O. The product is [CH2:1]([N:8]1[CH:13]=[CH:12][C:11]([C:14]([OH:16])=[O:15])=[CH:10][C:9]1=[O:24])[C:2]1[CH:3]=[CH:4][CH:5]=[CH:6][CH:7]=1. The yield is 0.200.